From a dataset of Full USPTO retrosynthesis dataset with 1.9M reactions from patents (1976-2016). Predict the reactants needed to synthesize the given product. (1) The reactants are: [CH3:1][O:2][C:3](=[O:27])[C:4]1[CH:9]=[CH:8][C:7]([C:10]([C:17]2[NH:25][C:20]3=[N:21][CH:22]=[CH:23][CH:24]=[C:19]3[CH:18]=2)=[CH:11][CH:12]2[CH2:16][CH2:15][CH2:14][CH2:13]2)=[C:6]([F:26])[CH:5]=1. Given the product [CH3:1][O:2][C:3](=[O:27])[C:4]1[CH:9]=[CH:8][C:7]([CH:10]([C:17]2[NH:25][C:20]3=[N:21][CH:22]=[CH:23][CH:24]=[C:19]3[CH:18]=2)[CH2:11][CH:12]2[CH2:16][CH2:15][CH2:14][CH2:13]2)=[C:6]([F:26])[CH:5]=1, predict the reactants needed to synthesize it. (2) Given the product [NH2:26][C:27]1[CH:32]=[C:31]([C:15]2[N:16]=[C:11]([NH:10][C:7]3[CH:8]=[CH:9][C:4]4[N:3]=[CH:2][S:1][C:5]=4[CH:6]=3)[C:12]3[N:13]([CH:18]=[CH:19][N:20]=3)[CH:14]=2)[CH:30]=[CH:29][CH:28]=1, predict the reactants needed to synthesize it. The reactants are: [S:1]1[C:5]2[CH:6]=[C:7]([NH:10][C:11]3[C:12]4[N:13]([CH:18]=[CH:19][N:20]=4)[CH:14]=[C:15](Br)[N:16]=3)[CH:8]=[CH:9][C:4]=2[N:3]=[CH:2]1.S(O)(O)(=O)=O.[NH2:26][C:27]1[CH:28]=[C:29](B(O)O)[CH:30]=[CH:31][CH:32]=1.[NH2:26][C:27]1[CH:32]=[C:31](B(O)O)[CH:30]=[CH:29][CH:28]=1.C([O-])([O-])=O.[Na+].[Na+]. (3) Given the product [CH3:58][O:59][C:60]([C:62]1[C:74]2[C:73]3[C:68](=[CH:69][CH:70]=[CH:71][CH:72]=3)[N:67]([C:2]3[CH:7]=[CH:6][C:5]([C:8]#[N:9])=[CH:4][N:3]=3)[C:66]=2[CH:65]=[CH:64][CH:63]=1)=[O:61], predict the reactants needed to synthesize it. The reactants are: Br[C:2]1[CH:7]=[CH:6][C:5]([C:8]#[N:9])=[CH:4][N:3]=1.C(=O)([O-])[O-].[Cs+].[Cs+].CC1(C)C2C=CC=C(P(C3C=CC=CC=3)C3C=CC=CC=3)C=2OC2C1=CC=CC=2P(C1C=CC=CC=1)C1C=CC=CC=1.[CH3:58][O:59][C:60]([C:62]1[C:74]2[C:73]3[C:68](=[CH:69][CH:70]=[CH:71][CH:72]=3)[NH:67][C:66]=2[CH:65]=[CH:64][CH:63]=1)=[O:61]. (4) Given the product [O:14]1[C:2]2([CH2:7][CH2:6][CH2:5][CH2:4][CH2:3]2)[CH2:1][C:12]([C:11]([O:10][CH2:8][CH3:9])=[O:16])=[N:13]1, predict the reactants needed to synthesize it. The reactants are: [CH2:1]=[C:2]1[CH2:7][CH2:6][CH2:5][CH2:4][CH2:3]1.[CH2:8]([O:10][C:11](=[O:16])[CH2:12][N+:13]([O-])=[O:14])[CH3:9].C1N2CCN(CC2)C1. (5) Given the product [F:22][C:23]([F:36])([F:35])[S:24]([O:11][C:9]1[CH:8]=[CH:7][CH:6]=[C:5]2[C:10]=1[N:1]=[CH:2][CH:3]=[CH:4]2)(=[O:26])=[O:25], predict the reactants needed to synthesize it. The reactants are: [N:1]1[C:10]2[C:5](=[CH:6][CH:7]=[CH:8][C:9]=2[OH:11])[CH:4]=[CH:3][CH:2]=1.C(Cl)Cl.C(N(CC)CC)C.[F:22][C:23]([F:36])([F:35])[S:24](O[S:24]([C:23]([F:36])([F:35])[F:22])(=[O:26])=[O:25])(=[O:26])=[O:25].